This data is from Full USPTO retrosynthesis dataset with 1.9M reactions from patents (1976-2016). The task is: Predict the reactants needed to synthesize the given product. The reactants are: C(OC(=O)[NH:10][CH2:11][CH2:12][C:13]1[CH:17]=[CH:16][N:15]([CH:18]2[CH2:23][CH2:22][CH2:21][CH2:20][O:19]2)[N:14]=1)C1C=CC=CC=1.[H][H]. Given the product [O:19]1[CH2:20][CH2:21][CH2:22][CH2:23][CH:18]1[N:15]1[CH:16]=[CH:17][C:13]([CH2:12][CH2:11][NH2:10])=[N:14]1, predict the reactants needed to synthesize it.